From a dataset of Forward reaction prediction with 1.9M reactions from USPTO patents (1976-2016). Predict the product of the given reaction. (1) Given the reactants [Cl:1][C:2]1[CH:29]=[CH:28][C:5]2[N:6]([CH:23]3[CH2:27][CH2:26][NH:25][CH2:24]3)[C:7]([CH2:9][N:10]3[C:14]4=[CH:15][N:16]=[CH:17][CH:18]=[C:13]4[C:12]([S:19]([CH3:22])(=[O:21])=[O:20])=[N:11]3)=[N:8][C:4]=2[CH:3]=1.[OH:30][CH2:31][C:32](O)=[O:33].C(OC(=O)C)(=O)C, predict the reaction product. The product is: [Cl:1][C:2]1[CH:29]=[CH:28][C:5]2[N:6]([CH:23]3[CH2:27][CH2:26][N:25]([C:31](=[O:30])[CH2:32][OH:33])[CH2:24]3)[C:7]([CH2:9][N:10]3[C:14]4=[CH:15][N:16]=[CH:17][CH:18]=[C:13]4[C:12]([S:19]([CH3:22])(=[O:20])=[O:21])=[N:11]3)=[N:8][C:4]=2[CH:3]=1. (2) Given the reactants [C:1]1([CH3:11])[CH:6]=[CH:5][C:4](S(O)(=O)=O)=[CH:3][CH:2]=1.[CH:12]([OH:15])(C)[CH3:13], predict the reaction product. The product is: [CH3:6][CH:1]([CH2:2][CH3:3])[CH:11]([C:1]1[CH:6]=[CH:5][CH:4]=[CH:3][CH:2]=1)[CH2:13][CH:12]=[O:15]. (3) Given the reactants [C:1]([O:5][C:6]([N:8]1[CH2:17][CH2:16][C:15]2[C:14]([C:18]([OH:20])=O)=[CH:13][CH:12]=[CH:11][C:10]=2[CH2:9]1)=[O:7])([CH3:4])([CH3:3])[CH3:2].C(Cl)CCl.C1C=C2N=NN(O)C2=CC=1.O.[Cl:36][C:37]1[CH:38]=[C:39]([CH:44]=[CH:45][C:46]=1[O:47][CH:48]([CH3:50])[CH3:49])/[C:40](=[N:42]/O)/[NH2:41], predict the reaction product. The product is: [Cl:36][C:37]1[CH:38]=[C:39]([C:40]2[N:42]=[C:18]([C:14]3[CH:13]=[CH:12][CH:11]=[C:10]4[C:15]=3[CH2:16][CH2:17][N:8]([C:6]([O:5][C:1]([CH3:4])([CH3:2])[CH3:3])=[O:7])[CH2:9]4)[O:20][N:41]=2)[CH:44]=[CH:45][C:46]=1[O:47][CH:48]([CH3:50])[CH3:49]. (4) The product is: [N:36]1([CH2:32][C:30]2[CH:29]=[N:28][N:27]([C:25]3[C:24]([CH3:34])=[CH:23][N:22]=[C:21]([NH:20][C:6]4[C:5]([O:4][CH:1]([CH3:2])[CH3:3])=[CH:10][C:9]([N:11]5[CH2:12][CH2:13][O:14][CH2:15][CH2:16]5)=[C:8]([NH:17][C:5](=[O:4])[CH:6]=[CH2:7])[CH:7]=4)[N:26]=3)[CH:31]=2)[CH2:39][CH2:38][CH2:37]1. Given the reactants [CH:1]([O:4][C:5]1[CH:10]=[C:9]([N:11]2[CH2:16][CH2:15][O:14][CH2:13][CH2:12]2)[C:8]([N+:17]([O-])=O)=[CH:7][C:6]=1[NH:20][C:21]1[N:26]=[C:25]([N:27]2[CH:31]=[C:30]([CH:32]=O)[CH:29]=[N:28]2)[C:24]([CH3:34])=[CH:23][N:22]=1)([CH3:3])[CH3:2].Cl.[NH:36]1[CH2:39][CH2:38][CH2:37]1, predict the reaction product. (5) Given the reactants [C:1]([O:24][CH3:25])(=[O:23])[CH2:2][CH2:3][CH2:4][CH2:5][CH2:6][CH2:7][CH2:8][CH2:9][CH2:10][CH2:11][CH2:12][CH2:13][CH2:14][CH2:15][CH2:16][CH2:17][CH2:18][CH2:19][CH2:20][CH2:21][CH3:22].[O:26]1[CH2:31][CH2:30][N:29]([CH2:32]CO)[CH2:28][CH2:27]1, predict the reaction product. The product is: [C:1]([O:24][CH2:25][CH2:32][N:29]1[CH2:30][CH2:31][O:26][CH2:27][CH2:28]1)(=[O:23])[CH2:2][CH2:3][CH2:4][CH2:5][CH2:6][CH2:7][CH2:8][CH2:9][CH2:10][CH2:11][CH2:12][CH2:13][CH2:14][CH2:15][CH2:16][CH2:17][CH2:18][CH2:19][CH2:20][CH2:21][CH3:22]. (6) Given the reactants [NH2:1][C:2]1[CH:7]=[C:6]([NH2:8])[CH:5]=[CH:4][N:3]=1.O.N1C2C(=CC=C3C=2N=CC=C3)C=CC=1.[C:24](#[N:31])[C:25]1[CH:30]=[CH:29][CH:28]=[CH:27][CH:26]=1, predict the reaction product. The product is: [NH2:8][C:6]1[CH:5]=[CH:4][N:3]2[N:31]=[C:24]([C:25]3[CH:30]=[CH:29][CH:28]=[CH:27][CH:26]=3)[N:1]=[C:2]2[CH:7]=1.